Predict the reaction yield, written as a fraction of the theoretical maximum amount of product (1.0 means a 100% yield; for example, 0.34 means a 34% yield). From a dataset of Reaction yield outcomes from USPTO patents with 853,638 reactions. (1) The reactants are [CH3:1]CN(CC)CC.[CH2:8]([O:15][N:16]1[C:22](=[O:23])[N:21]2[CH2:24][C@H:17]1[CH2:18][CH2:19][C@H:20]2[C:25]1[O:26][C:27]([N:30]2[CH2:35][CH2:34][NH:33][CH2:32][CH2:31]2)=[N:28][N:29]=1)[C:9]1[CH:14]=[CH:13][CH:12]=[CH:11][CH:10]=1.CI. The catalyst is CN(C=O)C. The product is [CH2:8]([O:15][N:16]1[C:22](=[O:23])[N:21]2[CH2:24][C@H:17]1[CH2:18][CH2:19][C@H:20]2[C:25]1[O:26][C:27]([N:30]2[CH2:35][CH2:34][N:33]([CH3:1])[CH2:32][CH2:31]2)=[N:28][N:29]=1)[C:9]1[CH:10]=[CH:11][CH:12]=[CH:13][CH:14]=1. The yield is 0.340. (2) The reactants are O1[C:5]2([CH2:10][CH2:9][CH:8]([N:11]3[CH:15]=[C:14]([C:16]4[C:24]5[C:19](=[CH:20][C:21]([F:25])=[CH:22][CH:23]=5)[NH:18][CH:17]=4)[CH:13]=[N:12]3)[CH2:7][CH2:6]2)[O:4]CC1.Cl. The catalyst is C1COCC1. The product is [F:25][C:21]1[CH:20]=[C:19]2[C:24]([C:16]([C:14]3[CH:13]=[N:12][N:11]([CH:8]4[CH2:7][CH2:6][C:5](=[O:4])[CH2:10][CH2:9]4)[CH:15]=3)=[CH:17][NH:18]2)=[CH:23][CH:22]=1. The yield is 0.450.